From a dataset of Full USPTO retrosynthesis dataset with 1.9M reactions from patents (1976-2016). Predict the reactants needed to synthesize the given product. Given the product [Cl:16][C:17]1[CH:25]=[CH:24][C:23]([N+:26]([O-:28])=[O:27])=[CH:22][C:18]=1[C:19]([NH:1][C:2]1[CH:7]=[CH:6][CH:5]=[CH:4][C:3]=1[OH:8])=[O:20], predict the reactants needed to synthesize it. The reactants are: [NH2:1][C:2]1[CH:7]=[CH:6][CH:5]=[CH:4][C:3]=1[OH:8].C(N(CC)CC)C.[Cl:16][C:17]1[CH:25]=[CH:24][C:23]([N+:26]([O-:28])=[O:27])=[CH:22][C:18]=1[C:19](Cl)=[O:20].